From a dataset of NCI-60 drug combinations with 297,098 pairs across 59 cell lines. Regression. Given two drug SMILES strings and cell line genomic features, predict the synergy score measuring deviation from expected non-interaction effect. (1) Drug 1: COC1=CC(=CC(=C1O)OC)C2C3C(COC3=O)C(C4=CC5=C(C=C24)OCO5)OC6C(C(C7C(O6)COC(O7)C8=CC=CS8)O)O. Drug 2: C1CN(P(=O)(OC1)NCCCl)CCCl. Cell line: SN12C. Synergy scores: CSS=34.7, Synergy_ZIP=-7.54, Synergy_Bliss=-2.92, Synergy_Loewe=-70.1, Synergy_HSA=-3.27. (2) Drug 1: CN1CCC(CC1)COC2=C(C=C3C(=C2)N=CN=C3NC4=C(C=C(C=C4)Br)F)OC. Drug 2: C(CCl)NC(=O)N(CCCl)N=O. Cell line: SK-MEL-5. Synergy scores: CSS=-10.8, Synergy_ZIP=4.20, Synergy_Bliss=-0.878, Synergy_Loewe=-8.16, Synergy_HSA=-8.17.